Dataset: NCI-60 drug combinations with 297,098 pairs across 59 cell lines. Task: Regression. Given two drug SMILES strings and cell line genomic features, predict the synergy score measuring deviation from expected non-interaction effect. (1) Drug 1: CCC1=CC2CC(C3=C(CN(C2)C1)C4=CC=CC=C4N3)(C5=C(C=C6C(=C5)C78CCN9C7C(C=CC9)(C(C(C8N6C)(C(=O)OC)O)OC(=O)C)CC)OC)C(=O)OC.C(C(C(=O)O)O)(C(=O)O)O. Drug 2: C1CNP(=O)(OC1)N(CCCl)CCCl. Cell line: UACC62. Synergy scores: CSS=48.4, Synergy_ZIP=-2.20, Synergy_Bliss=-1.25, Synergy_Loewe=-65.0, Synergy_HSA=-0.387. (2) Synergy scores: CSS=-1.29, Synergy_ZIP=-2.14, Synergy_Bliss=-7.53, Synergy_Loewe=-27.9, Synergy_HSA=-12.6. Drug 2: CC(C1=C(C=CC(=C1Cl)F)Cl)OC2=C(N=CC(=C2)C3=CN(N=C3)C4CCNCC4)N. Drug 1: CN(C)C1=NC(=NC(=N1)N(C)C)N(C)C. Cell line: MDA-MB-435. (3) Drug 1: C1CN1P(=S)(N2CC2)N3CC3. Drug 2: C1=NC2=C(N=C(N=C2N1C3C(C(C(O3)CO)O)O)F)N. Cell line: NCIH23. Synergy scores: CSS=22.8, Synergy_ZIP=-5.59, Synergy_Bliss=-0.282, Synergy_Loewe=-3.00, Synergy_HSA=0.258. (4) Drug 2: CC=C1C(=O)NC(C(=O)OC2CC(=O)NC(C(=O)NC(CSSCCC=C2)C(=O)N1)C(C)C)C(C)C. Cell line: OVCAR-8. Drug 1: C1CCC(CC1)NC(=O)N(CCCl)N=O. Synergy scores: CSS=40.3, Synergy_ZIP=2.82, Synergy_Bliss=6.40, Synergy_Loewe=-2.58, Synergy_HSA=6.68. (5) Drug 1: CC(CN1CC(=O)NC(=O)C1)N2CC(=O)NC(=O)C2. Drug 2: CC1C(C(CC(O1)OC2CC(CC3=C2C(=C4C(=C3O)C(=O)C5=CC=CC=C5C4=O)O)(C(=O)C)O)N)O. Cell line: UACC62. Synergy scores: CSS=57.4, Synergy_ZIP=-7.22, Synergy_Bliss=-5.64, Synergy_Loewe=-2.73, Synergy_HSA=-2.01. (6) Drug 1: CC1=C(C=C(C=C1)NC2=NC=CC(=N2)N(C)C3=CC4=NN(C(=C4C=C3)C)C)S(=O)(=O)N.Cl. Drug 2: C1CCC(C(C1)N)N.C(=O)(C(=O)[O-])[O-].[Pt+4]. Cell line: OVCAR-5. Synergy scores: CSS=4.61, Synergy_ZIP=0.253, Synergy_Bliss=3.01, Synergy_Loewe=-17.7, Synergy_HSA=1.24. (7) Drug 1: CN(CCCl)CCCl.Cl. Drug 2: CC1C(C(CC(O1)OC2CC(CC3=C2C(=C4C(=C3O)C(=O)C5=CC=CC=C5C4=O)O)(C(=O)C)O)N)O. Cell line: HCT116. Synergy scores: CSS=47.2, Synergy_ZIP=-8.73, Synergy_Bliss=-9.08, Synergy_Loewe=-4.14, Synergy_HSA=-2.99. (8) Drug 1: CNC(=O)C1=CC=CC=C1SC2=CC3=C(C=C2)C(=NN3)C=CC4=CC=CC=N4. Drug 2: CCCCCOC(=O)NC1=NC(=O)N(C=C1F)C2C(C(C(O2)C)O)O. Cell line: U251. Synergy scores: CSS=15.4, Synergy_ZIP=-3.59, Synergy_Bliss=-0.450, Synergy_Loewe=-45.7, Synergy_HSA=1.39. (9) Drug 1: CC1C(C(=O)NC(C(=O)N2CCCC2C(=O)N(CC(=O)N(C(C(=O)O1)C(C)C)C)C)C(C)C)NC(=O)C3=C4C(=C(C=C3)C)OC5=C(C(=O)C(=C(C5=N4)C(=O)NC6C(OC(=O)C(N(C(=O)CN(C(=O)C7CCCN7C(=O)C(NC6=O)C(C)C)C)C)C(C)C)C)N)C. Drug 2: CCCCC(=O)OCC(=O)C1(CC(C2=C(C1)C(=C3C(=C2O)C(=O)C4=C(C3=O)C=CC=C4OC)O)OC5CC(C(C(O5)C)O)NC(=O)C(F)(F)F)O. Cell line: EKVX. Synergy scores: CSS=25.6, Synergy_ZIP=5.39, Synergy_Bliss=11.3, Synergy_Loewe=7.02, Synergy_HSA=7.42.